Dataset: NCI-60 drug combinations with 297,098 pairs across 59 cell lines. Task: Regression. Given two drug SMILES strings and cell line genomic features, predict the synergy score measuring deviation from expected non-interaction effect. (1) Drug 1: C1=NC2=C(N=C(N=C2N1C3C(C(C(O3)CO)O)F)Cl)N. Drug 2: CC12CCC3C(C1CCC2OP(=O)(O)O)CCC4=C3C=CC(=C4)OC(=O)N(CCCl)CCCl.[Na+]. Cell line: SNB-75. Synergy scores: CSS=0.655, Synergy_ZIP=-3.84, Synergy_Bliss=-6.89, Synergy_Loewe=-7.70, Synergy_HSA=-8.60. (2) Drug 1: C1=C(C(=O)NC(=O)N1)N(CCCl)CCCl. Drug 2: CN(C(=O)NC(C=O)C(C(C(CO)O)O)O)N=O. Cell line: A549. Synergy scores: CSS=13.4, Synergy_ZIP=-8.13, Synergy_Bliss=-3.99, Synergy_Loewe=-16.1, Synergy_HSA=-4.00. (3) Drug 1: CC1=C(C=C(C=C1)C(=O)NC2=CC(=CC(=C2)C(F)(F)F)N3C=C(N=C3)C)NC4=NC=CC(=N4)C5=CN=CC=C5. Drug 2: CC(C)(C#N)C1=CC(=CC(=C1)CN2C=NC=N2)C(C)(C)C#N. Cell line: OVCAR3. Synergy scores: CSS=-0.699, Synergy_ZIP=-0.789, Synergy_Bliss=-5.11, Synergy_Loewe=-3.61, Synergy_HSA=-5.43. (4) Drug 1: CC(C)(C#N)C1=CC(=CC(=C1)CN2C=NC=N2)C(C)(C)C#N. Drug 2: COC1=C2C(=CC3=C1OC=C3)C=CC(=O)O2. Cell line: NCI-H460. Synergy scores: CSS=-4.68, Synergy_ZIP=2.64, Synergy_Bliss=1.02, Synergy_Loewe=-3.48, Synergy_HSA=-3.23. (5) Drug 1: C1CC(C1)(C(=O)O)C(=O)O.[NH2-].[NH2-].[Pt+2]. Drug 2: C1C(C(OC1N2C=NC3=C2NC=NCC3O)CO)O. Cell line: NCIH23. Synergy scores: CSS=21.5, Synergy_ZIP=1.85, Synergy_Bliss=5.76, Synergy_Loewe=6.38, Synergy_HSA=5.48. (6) Drug 1: C1CC(=O)NC(=O)C1N2CC3=C(C2=O)C=CC=C3N. Synergy scores: CSS=66.9, Synergy_ZIP=-0.761, Synergy_Bliss=-2.29, Synergy_Loewe=-31.2, Synergy_HSA=-0.496. Drug 2: CC=C1C(=O)NC(C(=O)OC2CC(=O)NC(C(=O)NC(CSSCCC=C2)C(=O)N1)C(C)C)C(C)C. Cell line: OVCAR-5.